Dataset: Reaction yield outcomes from USPTO patents with 853,638 reactions. Task: Predict the reaction yield, written as a fraction of the theoretical maximum amount of product (1.0 means a 100% yield; for example, 0.34 means a 34% yield). (1) The reactants are [Cl:1][CH2:2][C:3]1[C:8]([CH3:9])=[C:7](OC)[C:6]([CH3:12])=[CH:5][N:4]=1.P(Br)(Br)[Br:14].CN(C=O)C.[NH4+].[OH-]. No catalyst specified. The product is [Br:14][C:7]1[C:6]([CH3:12])=[CH:5][N:4]=[C:3]([CH2:2][Cl:1])[C:8]=1[CH3:9]. The yield is 0.440. (2) The product is [CH2:1]([O:3][CH:4]1[CH2:5][CH:8]1[C:9]([O:11][CH2:12][CH3:13])=[O:10])[CH3:2]. The reactants are [CH2:1]([O:3][CH:4]=[CH2:5])[CH3:2].[N+](=[CH:8][C:9]([O:11][CH2:12][CH3:13])=[O:10])=[N-]. The yield is 0.128. The catalyst is C(OCC)C.CC(O)=O.CC(O)=O.CC(O)=O.CC(O)=O.[Rh].[Rh]. (3) The reactants are [CH2:1]([O:3][C:4]1[CH:11]=[CH:10][C:7]([CH:8]=O)=[CH:6][CH:5]=1)[CH3:2].[CH2:12]([NH2:18])[C:13]1[O:17][CH:16]=[CH:15][CH:14]=1.COC(OC)OC.[BH4-].[Na+]. The catalyst is CO.CC(O)=O. The product is [CH2:1]([O:3][C:4]1[CH:11]=[CH:10][C:7]([CH2:8][NH:18][CH2:12][C:13]2[O:17][CH:16]=[CH:15][CH:14]=2)=[CH:6][CH:5]=1)[CH3:2]. The yield is 0.800. (4) The reactants are [C:1]1([CH:7]([C:10]2[CH:15]=[CH:14][CH:13]=[CH:12][CH:11]=2)[C:8]#[N:9])[CH:6]=[CH:5][CH:4]=[CH:3][CH:2]=1.[C:16]1(=[O:21])[CH2:20][CH2:19][CH:18]=[CH:17]1.CC(C)([O-])C.[K+].Cl. The catalyst is C1COCC1. The product is [O:21]=[C:16]1[CH2:20][CH2:19][CH:18]([C:7]([C:1]2[CH:2]=[CH:3][CH:4]=[CH:5][CH:6]=2)([C:10]2[CH:11]=[CH:12][CH:13]=[CH:14][CH:15]=2)[C:8]#[N:9])[CH2:17]1. The yield is 0.880. (5) The reactants are FC1C=CN=C(NC(=O)C2C=CC(B3OC(C)(C)C(C)(C)O3)=CC=2)C=1.[F:26][C:27]1[CH:35]=[C:34]([B:36]2[O:40][C:39]([CH3:42])([CH3:41])[C:38]([CH3:44])([CH3:43])[O:37]2)[CH:33]=[CH:32][C:28]=1[C:29]([OH:31])=O.[CH2:45]([C:48]1[CH:53]=[CH:52][N:51]=[C:50]([NH2:54])[CH:49]=1)[CH2:46][CH3:47]. No catalyst specified. The product is [F:26][C:27]1[CH:35]=[C:34]([B:36]2[O:40][C:39]([CH3:42])([CH3:41])[C:38]([CH3:44])([CH3:43])[O:37]2)[CH:33]=[CH:32][C:28]=1[C:29]([NH:54][C:50]1[CH:49]=[C:48]([CH2:45][CH2:46][CH3:47])[CH:53]=[CH:52][N:51]=1)=[O:31]. The yield is 0.633.